From a dataset of TCR-epitope binding with 47,182 pairs between 192 epitopes and 23,139 TCRs. Binary Classification. Given a T-cell receptor sequence (or CDR3 region) and an epitope sequence, predict whether binding occurs between them. The epitope is KRWIILGLNK. The TCR CDR3 sequence is CASSDRQNSPLHF. Result: 1 (the TCR binds to the epitope).